This data is from Reaction yield outcomes from USPTO patents with 853,638 reactions. The task is: Predict the reaction yield, written as a fraction of the theoretical maximum amount of product (1.0 means a 100% yield; for example, 0.34 means a 34% yield). (1) The reactants are [NH2:1][CH2:2][CH2:3][CH2:4][NH:5][C:6](=[O:12])[O:7][C:8]([CH3:11])([CH3:10])[CH3:9].[F:13][C:14]1[CH:15]=[C:16]([C:20](=O)[CH3:21])[CH:17]=[CH:18][CH:19]=1.[BH4-].[Na+]. The catalyst is CO.CC(C)[O-].[Ti+4].CC(C)[O-].CC(C)[O-].CC(C)[O-]. The product is [F:13][C:14]1[CH:15]=[C:16]([CH:20]([NH:1][CH2:2][CH2:3][CH2:4][NH:5][C:6](=[O:12])[O:7][C:8]([CH3:9])([CH3:11])[CH3:10])[CH3:21])[CH:17]=[CH:18][CH:19]=1. The yield is 1.00. (2) The reactants are [OH-].[Li+].C[O:4][C:5]([C:7]1[CH:16]=[CH:15][C:14]2[C:9](=[CH:10][CH:11]=[C:12]([N:17]3[CH2:21][CH2:20][CH2:19][CH2:18]3)[CH:13]=2)[CH:8]=1)=[O:6]. The catalyst is O.O1CCCC1.C(O)C. The product is [N:17]1([C:12]2[CH:13]=[C:14]3[C:9](=[CH:10][CH:11]=2)[CH:8]=[C:7]([C:5]([OH:6])=[O:4])[CH:16]=[CH:15]3)[CH2:21][CH2:20][CH2:19][CH2:18]1. The yield is 0.400. (3) The yield is 0.710. The catalyst is CO.O. The reactants are [Cl:1][C:2]1[CH:7]=[CH:6][C:5]([C:8]2[N:12]([CH2:13][C@H:14]([OH:19])[C:15]([F:18])([F:17])[F:16])[C:11](=[O:20])[N:10]([CH2:21][C:22]([O:24]C)=[O:23])[N:9]=2)=[CH:4][CH:3]=1.[OH-].[Li+]. The product is [Cl:1][C:2]1[CH:7]=[CH:6][C:5]([C:8]2[N:12]([CH2:13][C@H:14]([OH:19])[C:15]([F:18])([F:16])[F:17])[C:11](=[O:20])[N:10]([CH2:21][C:22]([OH:24])=[O:23])[N:9]=2)=[CH:4][CH:3]=1. (4) The reactants are [Cl:1][C:2]1[CH:7]=[CH:6][N:5]=[C:4]2[CH:8]=[CH:9][S:10][C:3]=12.[Li]CCCC.Br[C:17]1[N:22]=[CH:21][C:20]([CH:23]=[O:24])=[CH:19][CH:18]=1. The catalyst is C1COCC1.[Cl-].[Zn+2].[Cl-]. The product is [Cl:1][C:2]1[CH:7]=[CH:6][N:5]=[C:4]2[CH:8]=[C:9]([C:17]3[CH:18]=[CH:19][C:20]([CH:23]=[O:24])=[CH:21][N:22]=3)[S:10][C:3]=12. The yield is 0.760.